This data is from Peptide-MHC class II binding affinity with 134,281 pairs from IEDB. The task is: Regression. Given a peptide amino acid sequence and an MHC pseudo amino acid sequence, predict their binding affinity value. This is MHC class II binding data. The peptide sequence is EGRRAKLRSAGEVEI. The MHC is HLA-DQA10401-DQB10402 with pseudo-sequence HLA-DQA10401-DQB10402. The binding affinity (normalized) is 0.360.